From a dataset of Experimentally validated miRNA-target interactions with 360,000+ pairs, plus equal number of negative samples. Binary Classification. Given a miRNA mature sequence and a target amino acid sequence, predict their likelihood of interaction. (1) Result: 0 (no interaction). The miRNA is hsa-miR-187-3p with sequence UCGUGUCUUGUGUUGCAGCCGG. The protein sequence of the target gene is MYGSARSVGKVEPSSQSPGRSPRLPRSPRLGHRRTNSTGGSSGSSVGGGSGKTLSMENIQSLNAAYATSGPMYLSDHENVGSETPKSTMTLGRSGGRLPYGVRMTAMGSSPNIASSGVASDTIAFGEHHLPPVSMASTVPHSLRQARDNTIMDLQTQLKEVLRENDLLRKDVEVKESKLSSSMNSIKTFWSPELKKERALRKDEASKITIWKEQYRVVQEENQHMQMTIQALQDELRIQRDLNQLFQQDSSSRTGEPCVAELTEENFQRLHAEHERQAKELFLLRKTLEEMELRIETQKQ.... (2) The miRNA is hsa-miR-4789-5p with sequence GUAUACACCUGAUAUGUGUAUG. The protein sequence of the target gene is MSDKSELKAELERKKQRLAQIREEKKRKEEERKKKETDQKKEAVAPVQEESDLEKKRREAEALLQSMGLTPESPIVFSEYWVPPPMSPSSKSVSTPSEAGSQDSGDGAVGSRTLHWDTDPSVLQLHSDSDLGRGPIKLGMAKITQVDFPPREIVTYTKETQTPVMAQPKEDEEEDDDVVAPKPPIEPEEEKTLKKDEENDSKAPPHELTEEEKQQILHSEEFLSFFDHSTRIVERALSEQINIFFDYSGRDLEDKEGEIQAGAKLSLNRQFFDERWSKHRVVSCLDWSSQYPELLVASYN.... Result: 1 (interaction). (3) The protein sequence of the target gene is MAAQSSLYNDDRNLLRIREKERRNQEAHQEKEAFPEKIPLFGEPYKTAKGDELSSRIQNMLGNYEEVKEFLSTKSHTHRLDASENRLGKPKYPLIPDKGSSIPSSSFHTSVHHQSIHTPASGPLSVGNISHNPKMAQPRTEPMPSLHAKSCGPPDSQHLTQDRLGQEGFGSSHHKKGDRRADGDHCASVTDSAPERELSPLISLPSPVPPLSPIHSNQQTLPRTQGSSKVHGSSNNSKGYCPAKSPKDLAVKVHDKETPQDSLVAPAQPPSQTFPPPSLPSKSVAMQQKPTAYVRPMDGQ.... Result: 0 (no interaction). The miRNA is mmu-miR-466d-3p with sequence UAUACAUACACGCACACAUAG. (4) The miRNA is mmu-miR-154-5p with sequence UAGGUUAUCCGUGUUGCCUUCG. The protein sequence of the target gene is MKRSLQALYCQLLSFLLILALTEALAFAIQEPSPRESLQVLPSGTPPGTMVTAPHSSTRHTSVVMLTPNPDGPPSQAAAPMATPTPRAEGHPPTHTISTIAATVTAPHSESSLSTGPAPAAMATTSSKPEGRPRGQAAPTILLTKPPGATSRPTTAPPRTTTRRPPRPPGSSRKGAGNSSRPVPPAPGGHSRSKEGQRGRNPSSTPLGQKRPLGKIFQIYKGNFTGSVEPEPSTLTPRTPLWGYSSSPQPQTVAATTVPSNTSWAPTTTSLGPAKDKPGLRRAAQGGGSTFTSQGGTPDA.... Result: 0 (no interaction).